From a dataset of NCI-60 drug combinations with 297,098 pairs across 59 cell lines. Regression. Given two drug SMILES strings and cell line genomic features, predict the synergy score measuring deviation from expected non-interaction effect. (1) Drug 1: CC1OCC2C(O1)C(C(C(O2)OC3C4COC(=O)C4C(C5=CC6=C(C=C35)OCO6)C7=CC(=C(C(=C7)OC)O)OC)O)O. Drug 2: B(C(CC(C)C)NC(=O)C(CC1=CC=CC=C1)NC(=O)C2=NC=CN=C2)(O)O. Cell line: NCI-H460. Synergy scores: CSS=78.0, Synergy_ZIP=1.23, Synergy_Bliss=-0.299, Synergy_Loewe=0.215, Synergy_HSA=2.81. (2) Drug 1: C1=C(C(=O)NC(=O)N1)F. Drug 2: C1=NC2=C(N=C(N=C2N1C3C(C(C(O3)CO)O)O)F)N. Cell line: SN12C. Synergy scores: CSS=16.3, Synergy_ZIP=-8.19, Synergy_Bliss=-10.1, Synergy_Loewe=-9.41, Synergy_HSA=-7.65. (3) Cell line: A549. Drug 1: CC1CCC2CC(C(=CC=CC=CC(CC(C(=O)C(C(C(=CC(C(=O)CC(OC(=O)C3CCCCN3C(=O)C(=O)C1(O2)O)C(C)CC4CCC(C(C4)OC)O)C)C)O)OC)C)C)C)OC. Drug 2: CC(C)(C#N)C1=CC(=CC(=C1)CN2C=NC=N2)C(C)(C)C#N. Synergy scores: CSS=0.810, Synergy_ZIP=2.33, Synergy_Bliss=5.21, Synergy_Loewe=0.554, Synergy_HSA=1.18. (4) Drug 1: CN(CC1=CN=C2C(=N1)C(=NC(=N2)N)N)C3=CC=C(C=C3)C(=O)NC(CCC(=O)O)C(=O)O. Drug 2: CC1CCC2CC(C(=CC=CC=CC(CC(C(=O)C(C(C(=CC(C(=O)CC(OC(=O)C3CCCCN3C(=O)C(=O)C1(O2)O)C(C)CC4CCC(C(C4)OC)O)C)C)O)OC)C)C)C)OC. Cell line: SNB-19. Synergy scores: CSS=31.2, Synergy_ZIP=-0.732, Synergy_Bliss=3.67, Synergy_Loewe=0.783, Synergy_HSA=1.95. (5) Drug 1: CC1=CC=C(C=C1)C2=CC(=NN2C3=CC=C(C=C3)S(=O)(=O)N)C(F)(F)F. Drug 2: C1CCC(C(C1)N)N.C(=O)(C(=O)[O-])[O-].[Pt+4]. Cell line: SNB-75. Synergy scores: CSS=4.08, Synergy_ZIP=0.283, Synergy_Bliss=4.92, Synergy_Loewe=1.91, Synergy_HSA=2.50.